This data is from Full USPTO retrosynthesis dataset with 1.9M reactions from patents (1976-2016). The task is: Predict the reactants needed to synthesize the given product. (1) Given the product [NH2:1][CH2:2][CH2:3][O:4][CH2:5][CH2:6][N:7]1[C:19]2[C:18]3[CH2:17][CH2:16][CH2:15][CH2:14][C:13]=3[N:12]=[CH:11][C:10]=2[N:9]=[C:8]1[CH2:21][CH2:22][O:23][CH3:24], predict the reactants needed to synthesize it. The reactants are: [NH2:1][CH2:2][CH2:3][O:4][CH2:5][CH2:6][N:7]1[C:19]2[C:18]3[CH:17]=[CH:16][CH:15]=[CH:14][C:13]=3[N:12]=[C:11](N)[C:10]=2[N:9]=[C:8]1[CH2:21][CH2:22][O:23][CH3:24].[OH-].[Na+]. (2) The reactants are: [CH:1]([C:4]1[N:12]2[C:7]([C:8](=[O:24])[N:9]3[CH2:15][CH:14]([C:16]4[CH:21]=[CH:20][C:19]([O:22]C)=[CH:18][CH:17]=4)[N:13]=[C:10]3[NH:11]2)=[CH:6][N:5]=1)([CH3:3])[CH3:2].BrB(Br)Br. Given the product [OH:22][C:19]1[CH:20]=[CH:21][C:16]([CH:14]2[CH2:15][N:9]3[C:10]([NH:11][N:12]4[C:4]([CH:1]([CH3:3])[CH3:2])=[N:5][CH:6]=[C:7]4[C:8]3=[O:24])=[N:13]2)=[CH:17][CH:18]=1, predict the reactants needed to synthesize it. (3) Given the product [NH2:8][C:5]1[CH:6]=[CH:7][C:2]([F:1])=[C:3]([C:11]2[C:12]([C:17]#[N:18])=[N:13][CH:14]=[CH:15][CH:16]=2)[CH:4]=1, predict the reactants needed to synthesize it. The reactants are: [F:1][C:2]1[CH:7]=[CH:6][C:5]([N+:8]([O-])=O)=[CH:4][C:3]=1[C:11]1[C:12]([C:17]#[N:18])=[N:13][CH:14]=[CH:15][CH:16]=1.[Sn](Cl)Cl. (4) Given the product [CH2:1]1[C@@H:6]([NH:7][C:8]([C@@H:10]([OH:14])[CH2:11][CH2:12][NH2:13])=[O:9])[C@H:5]([O:15][C@H:16]2[O:21][C@H:20]([CH2:22][OH:23])[C@@H:19]([OH:24])[C@H:18]([NH2:25])[C@H:17]2[OH:26])[C@@H:4]([OH:27])[C@H:3]([O:28][C@H:29]2[O:34][C@H:33]([CH2:35][NH2:36])[C@@H:32]([OH:37])[C@H:31]([OH:38])[C@H:30]2[OH:39])[C@H:2]1[NH2:40], predict the reactants needed to synthesize it. The reactants are: [CH2:1]1[C@@H:6]([NH:7][C:8]([C@@H:10]([OH:14])[CH2:11][CH2:12][NH2:13])=[O:9])[C@H:5]([O:15][C@H:16]2[O:21][C@H:20]([CH2:22][OH:23])[C@@H:19]([OH:24])[C@H:18]([NH2:25])[C@H:17]2[OH:26])[C@@H:4]([OH:27])[C@H:3]([O:28][C@H:29]2[O:34][C@H:33]([CH2:35][NH2:36])[C@@H:32]([OH:37])[C@H:31]([OH:38])[C@H:30]2[OH:39])[C@H:2]1[NH2:40].OS(O)(=O)=O.C(NN)(=O)CCCCC(NN)=O.C1[C@@H](N)[C@H](O[C@H]2O[C@H](CO)[C@@H](O)[C@H](N)[C@H]2O)[C@@H](O)[C@H](O[C@H]2O[C@H](CN)[C@@H](O)C[C@H]2N)[C@H]1N.S([O-])([O-])(=O)=O.C1[C@@H](N)[C@H](O[C@H]2O[C@H](CO)[C@@H](O)[C@H](N)[C@H]2O)[C@@H](O)[C@H](O[C@H]2O[C@H](CN)[C@@H](O)C[C@H]2N)[C@H]1N.S([O-])([O-])(=O)=O.CCC[C@H]1CN(C)[C@H](C(N[C@H]([C@@H](Cl)C)[C@H]2O[C@H](SC)[C@H](O)[C@@H](O)[C@H]2O)=O)C1.Cl.C1[C@@H](NC([C@@H](O)CCN)=O)[C@H](O[C@H]2O[C@H](CO)[C@@H](O)[C@H](N)[C@H]2O)[C@@H](O)[C@H](O[C@H]2O[C@H](CN)[C@@H](O)[C@H](O)[C@H]2O)[C@H]1N.S([O-])([O-])(=O)=O. (5) Given the product [F:1][C:2]1[CH:3]=[C:4]([C:8]2[CH:9]=[CH:10][C:11]3[N:12]=[CH:13][N:14]=[C:15]([NH:18][CH2:22][CH3:23])[C:16]=3[N:17]=2)[CH:5]=[CH:6][CH:7]=1, predict the reactants needed to synthesize it. The reactants are: [F:1][C:2]1[CH:3]=[C:4]([C:8]2[CH:9]=[CH:10][C:11]3[N:12]=[CH:13][N:14]=[C:15]([NH2:18])[C:16]=3[N:17]=2)[CH:5]=[CH:6][CH:7]=1.[H-].[Na+].I[CH2:22][CH3:23]. (6) Given the product [F:22][C:21]1[CH:20]=[C:19]([F:23])[CH:18]=[C:17]([F:24])[C:16]=1[C:15]([C:13]1[C:14]2[CH:2]=[CH:6][N:7]([CH2:26][C:27]3[N:28]=[C:29]4[CH:34]=[C:33]([C:35]([F:38])([F:36])[F:37])[CH:32]=[CH:31][N:30]4[CH:39]=3)[C:8](=[O:9])[C:10]=2[NH:11][CH:12]=1)=[O:25], predict the reactants needed to synthesize it. The reactants are: O1CCO[CH:2]1[CH2:6][N:7]([CH2:26][C:27]1[N:28]=[C:29]2[CH:34]=[C:33]([C:35]([F:38])([F:37])[F:36])[CH:32]=[CH:31][N:30]2[CH:39]=1)[C:8]([C:10]1[NH:11][CH:12]=[C:13]([C:15](=[O:25])[C:16]2[C:21]([F:22])=[CH:20][C:19]([F:23])=[CH:18][C:17]=2[F:24])[CH:14]=1)=[O:9].CC#N.O.